The task is: Predict the product of the given reaction.. This data is from Forward reaction prediction with 1.9M reactions from USPTO patents (1976-2016). (1) Given the reactants [CH3:1][C:2]1[NH:3][C:4]2[C:9]([CH:10]=1)=[C:8]([N:11]1[CH2:16][CH2:15][N:14]([CH2:17][C:18]([C:20]3[CH:21]=[CH:22][C:23]4[O:28][CH2:27][C:26](=[O:29])[NH:25][C:24]=4[CH:30]=3)=[O:19])[CH2:13][CH2:12]1)[CH:7]=[CH:6][CH:5]=2.[BH4-].[Na+], predict the reaction product. The product is: [OH:19][CH:18]([C:20]1[CH:21]=[CH:22][C:23]2[O:28][CH2:27][C:26](=[O:29])[NH:25][C:24]=2[CH:30]=1)[CH2:17][N:14]1[CH2:15][CH2:16][N:11]([C:8]2[CH:7]=[CH:6][CH:5]=[C:4]3[C:9]=2[CH:10]=[C:2]([CH3:1])[NH:3]3)[CH2:12][CH2:13]1. (2) Given the reactants CC1C=CC(S(O[CH2:12][C@H:13]2[CH2:17][CH2:16][C@@H:15]([NH:18][C:19]([O:21][C:22]([CH3:25])([CH3:24])[CH3:23])=[O:20])[CH2:14]2)(=O)=O)=CC=1.[CH3:26][CH:27]1[CH2:32][CH2:31][CH2:30][NH:29][CH2:28]1, predict the reaction product. The product is: [CH3:26][CH:27]1[CH2:32][CH2:31][CH2:30][N:29]([CH2:12][C@H:13]2[CH2:17][CH2:16][C@@H:15]([NH:18][C:19](=[O:20])[O:21][C:22]([CH3:23])([CH3:24])[CH3:25])[CH2:14]2)[CH2:28]1. (3) Given the reactants [F:1][C:2]1[CH:3]=[C:4]([CH:7]=[C:8]([F:11])[C:9]=1F)[CH:5]=[O:6].[F:12][C:13]([F:22])([F:21])[C:14]1[N:19]=[CH:18][C:17]([OH:20])=[CH:16][CH:15]=1.C([O-])([O-])=O.[K+].[K+], predict the reaction product. The product is: [F:11][C:8]1[CH:7]=[C:4]([CH:3]=[C:2]([F:1])[C:9]=1[O:20][C:17]1[CH:18]=[N:19][C:14]([C:13]([F:22])([F:12])[F:21])=[CH:15][CH:16]=1)[CH:5]=[O:6]. (4) Given the reactants [OH:1][C@:2]([CH3:12])([CH2:7][C:8]([O:10]C)=[O:9])[C:3]([O:5]C)=O.ClC(Cl)(Cl)[C:15]([N:17]=C=O)=[O:16].C([O-])([O-])=O.[K+].[K+], predict the reaction product. The product is: [CH3:12][C@:2]1([CH2:7][C:8]([OH:10])=[O:9])[O:1][C:15](=[O:16])[NH:17][C:3]1=[O:5]. (5) Given the reactants [CH3:1][O:2][C:3]1[CH:4]=[C:5]2[C:10](=[CH:11][C:12]=1[O:13][CH3:14])[N:9]=[CH:8][CH:7]=[C:6]2[CH2:15][C:16]1[CH:17]=[C:18]2[C:23](=[CH:24][CH:25]=1)[CH:22]=[C:21]([NH2:26])[CH:20]=[CH:19]2.[S:27]1[CH:31]=[CH:30][C:29]([C:32](O)=[O:33])=[CH:28]1.C1CN([P+](ON2N=NC3C=CC=CC2=3)(N2CCCC2)N2CCCC2)CC1.F[P-](F)(F)(F)(F)F.CCN(CC)CC, predict the reaction product. The product is: [CH3:1][O:2][C:3]1[CH:4]=[C:5]2[C:10](=[CH:11][C:12]=1[O:13][CH3:14])[N:9]=[CH:8][CH:7]=[C:6]2[CH2:15][C:16]1[CH:17]=[C:18]2[C:23](=[CH:24][CH:25]=1)[CH:22]=[C:21]([NH:26][C:32]([C:29]1[CH:30]=[CH:31][S:27][CH:28]=1)=[O:33])[CH:20]=[CH:19]2. (6) Given the reactants Cl[CH:2]([Cl:4])C.[F:5][C:6]1[CH:7]=[C:8]([CH:12]=[CH:13][C:14]=1[F:15])[C:9](Cl)=[O:10].[O:16]1CCCOO1, predict the reaction product. The product is: [F:5][C:6]1[CH:7]=[C:8]([CH:12]=[CH:13][C:14]=1[F:15])[C:9]([O:16][CH2:2][Cl:4])=[O:10].